From a dataset of NCI-60 drug combinations with 297,098 pairs across 59 cell lines. Regression. Given two drug SMILES strings and cell line genomic features, predict the synergy score measuring deviation from expected non-interaction effect. (1) Drug 1: CN1C(=O)N2C=NC(=C2N=N1)C(=O)N. Drug 2: CC1=C2C(C(=O)C3(C(CC4C(C3C(C(C2(C)C)(CC1OC(=O)C(C(C5=CC=CC=C5)NC(=O)C6=CC=CC=C6)O)O)OC(=O)C7=CC=CC=C7)(CO4)OC(=O)C)O)C)OC(=O)C. Cell line: NCI-H522. Synergy scores: CSS=43.2, Synergy_ZIP=5.97, Synergy_Bliss=5.53, Synergy_Loewe=-43.5, Synergy_HSA=0.827. (2) Drug 1: CCC(=C(C1=CC=CC=C1)C2=CC=C(C=C2)OCCN(C)C)C3=CC=CC=C3.C(C(=O)O)C(CC(=O)O)(C(=O)O)O. Drug 2: CCN(CC)CCCC(C)NC1=C2C=C(C=CC2=NC3=C1C=CC(=C3)Cl)OC. Cell line: NCI/ADR-RES. Synergy scores: CSS=6.57, Synergy_ZIP=-2.14, Synergy_Bliss=2.40, Synergy_Loewe=-11.0, Synergy_HSA=3.42. (3) Drug 2: CC1C(C(CC(O1)OC2CC(CC3=C2C(=C4C(=C3O)C(=O)C5=C(C4=O)C(=CC=C5)OC)O)(C(=O)CO)O)N)O.Cl. Drug 1: CC1CCC2CC(C(=CC=CC=CC(CC(C(=O)C(C(C(=CC(C(=O)CC(OC(=O)C3CCCCN3C(=O)C(=O)C1(O2)O)C(C)CC4CCC(C(C4)OC)OCCO)C)C)O)OC)C)C)C)OC. Cell line: SF-295. Synergy scores: CSS=48.2, Synergy_ZIP=-4.16, Synergy_Bliss=-0.792, Synergy_Loewe=-4.84, Synergy_HSA=4.01.